This data is from NCI-60 drug combinations with 297,098 pairs across 59 cell lines. The task is: Regression. Given two drug SMILES strings and cell line genomic features, predict the synergy score measuring deviation from expected non-interaction effect. (1) Drug 1: CN1C(=O)N2C=NC(=C2N=N1)C(=O)N. Drug 2: C1=NC2=C(N1)C(=S)N=CN2. Cell line: RPMI-8226. Synergy scores: CSS=21.3, Synergy_ZIP=-2.99, Synergy_Bliss=-4.14, Synergy_Loewe=-26.8, Synergy_HSA=-2.38. (2) Drug 1: CC(C1=C(C=CC(=C1Cl)F)Cl)OC2=C(N=CC(=C2)C3=CN(N=C3)C4CCNCC4)N. Drug 2: CCC1=CC2CC(C3=C(CN(C2)C1)C4=CC=CC=C4N3)(C5=C(C=C6C(=C5)C78CCN9C7C(C=CC9)(C(C(C8N6C)(C(=O)OC)O)OC(=O)C)CC)OC)C(=O)OC.C(C(C(=O)O)O)(C(=O)O)O. Cell line: MDA-MB-231. Synergy scores: CSS=41.9, Synergy_ZIP=8.71, Synergy_Bliss=9.06, Synergy_Loewe=2.88, Synergy_HSA=10.5. (3) Drug 1: CC1C(C(CC(O1)OC2CC(CC3=C2C(=C4C(=C3O)C(=O)C5=C(C4=O)C(=CC=C5)OC)O)(C(=O)C)O)N)O.Cl. Synergy scores: CSS=0.973, Synergy_ZIP=-5.59, Synergy_Bliss=-9.20, Synergy_Loewe=-24.1, Synergy_HSA=-10.5. Drug 2: CCCS(=O)(=O)NC1=C(C(=C(C=C1)F)C(=O)C2=CNC3=C2C=C(C=N3)C4=CC=C(C=C4)Cl)F. Cell line: T-47D.